From a dataset of Reaction yield outcomes from USPTO patents with 853,638 reactions. Predict the reaction yield, written as a fraction of the theoretical maximum amount of product (1.0 means a 100% yield; for example, 0.34 means a 34% yield). (1) The reactants are [C:1]1([CH3:12])[CH:6]=[CH:5][C:4]([S:7][CH2:8][C:9](=O)[CH3:10])=[CH:3][CH:2]=1. The catalyst is ClC1C=CC=CC=1. The product is [CH3:10][C:9]1[C:3]2[CH:2]=[C:1]([CH3:12])[CH:6]=[CH:5][C:4]=2[S:7][CH:8]=1. The yield is 0.810. (2) The reactants are [CH2:1]([O:3][C:4]1[CH:5]=[C:6]2[C:11](=[CH:12][C:13]=1[O:14][CH2:15][CH3:16])[N:10]=[CH:9][C:8]([C:17]([NH2:19])=[O:18])=[C:7]2[NH:20][C:21]1[CH:26]=[CH:25][CH:24]=[CH:23][C:22]=1[CH2:27][CH3:28])[CH3:2]. The catalyst is C1COCC1. The product is [NH2:19][CH:17]([C:8]1[CH:9]=[N:10][C:11]2[C:6]([C:7]=1[NH:20][C:21]1[CH:26]=[CH:25][CH:24]=[CH:23][C:22]=1[CH2:27][CH3:28])=[CH:5][C:4]([O:3][CH2:1][CH3:2])=[C:13]([O:14][CH2:15][CH3:16])[CH:12]=2)[OH:18]. The yield is 0.100. (3) The reactants are [C:1]([O:5][C:6]([N:8]1[CH2:12][CH2:11][CH2:10][CH:9]1[C:13]1[NH:14][C:15]([C:18]2[CH:23]=[CH:22][C:21]([C:24]3[CH:29]=[CH:28][C:27]([C:30]4[NH:31][C:32]([CH:35]5[CH2:39][CH2:38][CH2:37][N:36]5[C:40](=[O:53])[CH:41]([NH:48][C:49]([O:51][CH3:52])=[O:50])[CH2:42][CH2:43]C(F)(F)F)=[N:33][CH:34]=4)=[CH:26][CH:25]=3)=[CH:20][CH:19]=2)=[CH:16][N:17]=1)=[O:7])([CH3:4])([CH3:3])[CH3:2].COC(=O)C(NC(OC)=O)CC[O:60][CH2:61][C:62]([F:65])([F:64])[F:63]. No catalyst specified. The product is [C:1]([O:5][C:6]([N:8]1[CH2:12][CH2:11][CH2:10][CH:9]1[C:13]1[NH:14][C:15]([C:18]2[CH:23]=[CH:22][C:21]([C:24]3[CH:29]=[CH:28][C:27]([C:30]4[NH:31][C:32]([CH:35]5[CH2:39][CH2:38][CH2:37][N:36]5[C:40](=[O:53])[CH:41]([NH:48][C:49]([O:51][CH3:52])=[O:50])[CH2:42][CH2:43][O:60][CH2:61][C:62]([F:65])([F:64])[F:63])=[N:33][CH:34]=4)=[CH:26][CH:25]=3)=[CH:20][CH:19]=2)=[CH:16][N:17]=1)=[O:7])([CH3:3])([CH3:4])[CH3:2]. The yield is 0.740.